Dataset: Full USPTO retrosynthesis dataset with 1.9M reactions from patents (1976-2016). Task: Predict the reactants needed to synthesize the given product. Given the product [Si:1]([O:8][C@H:9]1[CH2:20][C:19](=[O:21])[O:18][C@H:17](/[C:22](/[CH3:26])=[CH:23]/[CH:24]=[CH2:39])[C@@H:16]([CH3:27])[CH:15]=[CH:14][C@@H:13]2[O:28][C@H:29]([C:31]3[CH:36]=[CH:35][CH:34]=[CH:33][CH:32]=3)[O:30][C@:12]2([CH3:37])[CH2:11][CH2:10]1)([C:4]([CH3:6])([CH3:5])[CH3:7])([CH3:3])[CH3:2], predict the reactants needed to synthesize it. The reactants are: [Si:1]([O:8][CH:9]1[CH2:20][C:19](=[O:21])[O:18][C@H:17](/[C:22](/[CH3:26])=[CH:23]/[CH:24]=O)[C@@H:16]([CH3:27])[CH:15]=[CH:14][C@@H:13]2[O:28][C@H:29]([C:31]3[CH:36]=[CH:35][CH:34]=[CH:33][CH:32]=3)[O:30][C@:12]2([CH3:37])[CH2:11][CH2:10]1)([C:4]([CH3:7])([CH3:6])[CH3:5])([CH3:3])[CH3:2].N1C=CC=C[CH:39]=1.O.